This data is from Reaction yield outcomes from USPTO patents with 853,638 reactions. The task is: Predict the reaction yield, written as a fraction of the theoretical maximum amount of product (1.0 means a 100% yield; for example, 0.34 means a 34% yield). (1) The reactants are C([O:3][C:4](=[O:19])[CH2:5][CH:6]1[O:10][B:9]([OH:11])[C:8]2[CH:12]=[C:13]([OH:18])[CH:14]=[C:15]([O:16][CH3:17])[C:7]1=2)C.[OH-].[Li+].Cl. The catalyst is C1COCC1.O. The product is [OH:11][B:9]1[C:8]2[CH:12]=[C:13]([OH:18])[CH:14]=[C:15]([O:16][CH3:17])[C:7]=2[CH:6]([CH2:5][C:4]([OH:19])=[O:3])[O:10]1. The yield is 0.530. (2) The reactants are [NH:1]1[C:10]2[C:5](=[CH:6][CH:7]=[CH:8][CH:9]=2)[CH2:4][CH2:3][C:2]1=[O:11].[C:12](O[C:12]([O:14][C:15]([CH3:18])([CH3:17])[CH3:16])=[O:13])([O:14][C:15]([CH3:18])([CH3:17])[CH3:16])=[O:13].CCCCCC.C(OCC)(=O)C. The catalyst is C(#N)C.CN(C1C=CN=CC=1)C. The product is [O:11]=[C:2]1[CH2:3][CH2:4][C:5]2[C:10](=[CH:9][CH:8]=[CH:7][CH:6]=2)[N:1]1[C:12]([O:14][C:15]([CH3:18])([CH3:17])[CH3:16])=[O:13]. The yield is 0.990. (3) The reactants are Cl[C:2]1[C:3]2[CH:10]=[CH:9][NH:8][C:4]=2[N:5]=[CH:6][N:7]=1.[NH:11]1[C:15]2=[N:16][CH:17]=[C:18]([NH2:20])[CH:19]=[C:14]2[CH:13]=[N:12]1.Cl. The catalyst is C(O)C. The product is [N:5]1[C:4]2[NH:8][CH:9]=[CH:10][C:3]=2[C:2]([NH:20][C:18]2[CH:19]=[C:14]3[CH:13]=[N:12][NH:11][C:15]3=[N:16][CH:17]=2)=[N:7][CH:6]=1. The yield is 1.00. (4) The reactants are [C:1]([O:5][C:6]([N:8]1[CH2:13][CH2:12][N:11]([C:14]2[CH:19]=[CH:18][C:17]([C:20]3[CH:21]=[C:22]4[C:28](I)=[CH:27][N:26]([C:30]([O:32][C:33]([CH3:36])([CH3:35])[CH3:34])=[O:31])[C:23]4=[N:24][CH:25]=3)=[CH:16][C:15]=2[NH:37][S:38]([CH3:41])(=[O:40])=[O:39])[CH2:10][CH2:9]1)=[O:7])([CH3:4])([CH3:3])[CH3:2].[CH2:42]([N:50]1[CH:54]=[C:53](B2OC(C)(C)C(C)(C)O2)[CH:52]=[N:51]1)[CH2:43][C:44]1[CH:49]=[CH:48][CH:47]=[CH:46][CH:45]=1.C(=O)([O-])[O-].[Na+].[Na+]. The catalyst is C1(C)C=CC=CC=1.C(O)C.O.Cl[Pd](Cl)([P](C1C=CC=CC=1)(C1C=CC=CC=1)C1C=CC=CC=1)[P](C1C=CC=CC=1)(C1C=CC=CC=1)C1C=CC=CC=1. The product is [C:1]([O:5][C:6]([N:8]1[CH2:13][CH2:12][N:11]([C:14]2[CH:19]=[CH:18][C:17]([C:20]3[CH:21]=[C:22]4[C:28]([C:53]5[CH:52]=[N:51][N:50]([CH2:42][CH2:43][C:44]6[CH:49]=[CH:48][CH:47]=[CH:46][CH:45]=6)[CH:54]=5)=[CH:27][N:26]([C:30]([O:32][C:33]([CH3:36])([CH3:35])[CH3:34])=[O:31])[C:23]4=[N:24][CH:25]=3)=[CH:16][C:15]=2[NH:37][S:38]([CH3:41])(=[O:40])=[O:39])[CH2:10][CH2:9]1)=[O:7])([CH3:4])([CH3:3])[CH3:2]. The yield is 0.157. (5) The reactants are [CH3:1][C:2]1[C:6]([CH3:7])=[C:5]([NH:8][C:9](=[O:16])OCC(Cl)(Cl)Cl)[O:4][N:3]=1.[F:17][C:18]1[CH:23]=[CH:22][C:21]([C:24]2[CH:29]=[C:28]([N:30]3[CH2:35][CH2:34][NH:33][CH2:32][CH2:31]3)[N:27]=[CH:26][N:25]=2)=[CH:20][CH:19]=1. The catalyst is C(OCC)(=O)C.CCCCCC. The product is [F:17][C:18]1[CH:23]=[CH:22][C:21]([C:24]2[N:25]=[CH:26][N:27]=[C:28]([N:30]3[CH2:31][CH2:32][N:33]([C:9]([NH:8][C:5]4[O:4][N:3]=[C:2]([CH3:1])[C:6]=4[CH3:7])=[O:16])[CH2:34][CH2:35]3)[CH:29]=2)=[CH:20][CH:19]=1. The yield is 0.660.